This data is from Reaction yield outcomes from USPTO patents with 853,638 reactions. The task is: Predict the reaction yield, written as a fraction of the theoretical maximum amount of product (1.0 means a 100% yield; for example, 0.34 means a 34% yield). (1) The reactants are [CH2:1]([C:3]1[CH:8]=[CH:7][C:6]([NH:9][C:10]2[C:18]([F:19])=[C:17]([F:20])[CH:16]=[CH:15][C:11]=2[C:12]([OH:14])=O)=[C:5]([F:21])[CH:4]=1)[CH3:2].C(N1C=CN=C1)(N1C=CN=C1)=O.[N-]1C=CN=C1.[NH2:39][O:40][CH2:41][CH2:42][OH:43]. The catalyst is C1COCC1. The product is [CH2:1]([C:3]1[CH:8]=[CH:7][C:6]([NH:9][C:10]2[C:18]([F:19])=[C:17]([F:20])[CH:16]=[CH:15][C:11]=2[C:12]([NH:39][O:40][CH2:41][CH2:42][OH:43])=[O:14])=[C:5]([F:21])[CH:4]=1)[CH3:2]. The yield is 0.650. (2) The reactants are O1C=CC=C1C1C=CC(N2CCN(S(CC(C(C)C)C([NH:25][OH:26])=O)(=O)=O)CC2)=CC=1.[Br:30][C:31]1[CH:36]=[CH:35][C:34]([N:37]2[CH2:42][CH2:41][N:40]([S:43]([CH2:46][C:47]3([C:53](O)=[O:54])[CH2:52][CH2:51][O:50][CH2:49][CH2:48]3)(=[O:45])=[O:44])[CH2:39][CH2:38]2)=[CH:33][CH:32]=1. No catalyst specified. The product is [OH:26][NH:25][C:53]([C:47]1([CH2:46][S:43]([N:40]2[CH2:39][CH2:38][N:37]([C:34]3[CH:35]=[CH:36][C:31]([Br:30])=[CH:32][CH:33]=3)[CH2:42][CH2:41]2)(=[O:44])=[O:45])[CH2:48][CH2:49][O:50][CH2:51][CH2:52]1)=[O:54]. The yield is 0.870. (3) The reactants are [C:1]([O:5][C:6]([NH:8][C@@H:9]([CH3:16])/[CH:10]=[CH:11]/[C:12]([O:14][CH3:15])=[O:13])=[O:7])([CH3:4])([CH3:3])[CH3:2].C(OC(N[C@H](C)C(N(OC)C)=O)=O)(C)(C)C. No catalyst specified. The product is [C:1]([O:5][C:6]([NH:8][C@H:9]([CH3:16])/[CH:10]=[CH:11]/[C:12]([O:14][CH3:15])=[O:13])=[O:7])([CH3:4])([CH3:3])[CH3:2]. The yield is 0.790. (4) The reactants are [F:1][C:2]([F:25])([F:24])[S:3]([O:6][C:7]1[CH:8]=[CH:9][C:10]2[CH2:11][C@H:12]3[NH:23][CH2:22][CH2:21][C@@:18]4([C:19]=2[CH:20]=1)[C@H:13]3[CH2:14][CH2:15][CH2:16][CH2:17]4)(=[O:5])=[O:4].[CH2:26](Br)[C:27]1[CH:32]=[CH:31][CH:30]=[CH:29][CH:28]=1. The catalyst is C(Cl)Cl. The product is [CH2:26]([N:23]1[CH2:22][CH2:21][C@@:18]23[C:19]4[CH:20]=[C:7]([O:6][S:3]([C:2]([F:1])([F:24])[F:25])(=[O:5])=[O:4])[CH:8]=[CH:9][C:10]=4[CH2:11][C@@H:12]1[C@@H:13]2[CH2:14][CH2:15][CH2:16][CH2:17]3)[C:27]1[CH:32]=[CH:31][CH:30]=[CH:29][CH:28]=1. The yield is 0.840. (5) The reactants are [F:1][C:2]([F:12])([F:11])[C:3]1[CH:4]=[C:5]([CH:8]=[CH:9][CH:10]=1)[CH:6]=O.[ClH:13].Cl.[CH2:15](N)[CH2:16][NH2:17].CC[N:21](CC)CC.C(OC)(OC)OC. The catalyst is CO. The product is [CH2:16]([NH2:17])[CH3:15].[ClH:13].[ClH:13].[F:1][C:2]([F:12])([F:11])[C:3]1[CH:4]=[C:5]([CH:8]=[CH:9][CH:10]=1)[CH2:6][NH2:21]. The yield is 0.200. (6) The reactants are O[C:2]1[C:14]2[C:13]3[CH2:12][CH:11]([C:15]([O:17][CH2:18][CH3:19])=[O:16])[CH2:10][CH2:9][C:8]=3[NH:7][C:6]=2[N:5]=[CH:4][N:3]=1.P(Cl)(Cl)([Cl:22])=O. No catalyst specified. The product is [Cl:22][C:2]1[C:14]2[C:13]3[CH2:12][CH:11]([C:15]([O:17][CH2:18][CH3:19])=[O:16])[CH2:10][CH2:9][C:8]=3[NH:7][C:6]=2[N:5]=[CH:4][N:3]=1. The yield is 0.730. (7) The reactants are Br[C:2]1[CH:7]=[C:6]([C:8]([CH3:11])([CH3:10])[CH3:9])[C:5]([N+:12]([O-:14])=[O:13])=[CH:4][C:3]=1[NH2:15].CCN(CC)CC.[CH3:23][Si:24]([C:27]#[CH:28])([CH3:26])[CH3:25]. The catalyst is C1(C)C=CC=CC=1.O.Cl[Pd](Cl)([P](C1C=CC=CC=1)(C1C=CC=CC=1)C1C=CC=CC=1)[P](C1C=CC=CC=1)(C1C=CC=CC=1)C1C=CC=CC=1.[Cu]I. The product is [C:8]([C:6]1[C:5]([N+:12]([O-:14])=[O:13])=[CH:4][C:3]([NH:15][C:28]#[C:27][Si:24]([CH3:26])([CH3:25])[CH3:23])=[CH:2][CH:7]=1)([CH3:11])([CH3:10])[CH3:9]. The yield is 0.810. (8) The yield is 0.350. The product is [CH2:61]([N:63]1[CH2:68][CH2:67][N:66]([C:22]([C:21]2[CH:25]=[CH:26][CH:27]=[C:19]([C:12]3[C:11]4[C:16](=[CH:17][CH:18]=[C:9]([C:6]5[CH:7]=[N:8][C:3]([O:2][CH3:1])=[CH:4][CH:5]=5)[CH:10]=4)[N:15]=[CH:14][N:13]=3)[CH:20]=2)=[O:23])[CH2:65][CH2:64]1)[CH3:62]. The reactants are [CH3:1][O:2][C:3]1[N:8]=[CH:7][C:6]([C:9]2[CH:10]=[C:11]3[C:16](=[CH:17][CH:18]=2)[N:15]=[CH:14][N:13]=[C:12]3[C:19]2[CH:20]=[C:21]([CH:25]=[CH:26][CH:27]=2)[C:22](O)=[O:23])=[CH:5][CH:4]=1.CN(C(ON1N=NC2C=CC=CC1=2)=[N+](C)C)C.F[P-](F)(F)(F)(F)F.CCN(C(C)C)C(C)C.[CH2:61]([N:63]1[CH2:68][CH2:67][NH:66][CH2:65][CH2:64]1)[CH3:62]. The catalyst is C(Cl)Cl.